The task is: Predict which catalyst facilitates the given reaction.. This data is from Catalyst prediction with 721,799 reactions and 888 catalyst types from USPTO. (1) Reactant: Br[C:2]1[CH:3]=[C:4]([N:8]2[C:16]3[CH:15]=[CH:14][C:13]([CH3:17])=[CH:12][C:11]=3[C:10]3[CH2:18][N:19]([CH3:22])[CH2:20][CH2:21][C:9]2=3)[CH:5]=[CH:6][CH:7]=1.[NH:23]1[CH:27]=[C:26](B(O)O)[CH:25]=[N:24]1.C([O-])([O-])=O.[K+].[K+].O. Product: [NH:23]1[CH:27]=[C:26]([C:2]2[CH:3]=[C:4]([N:8]3[C:16]4[CH:15]=[CH:14][C:13]([CH3:17])=[CH:12][C:11]=4[C:10]4[CH2:18][N:19]([CH3:22])[CH2:20][CH2:21][C:9]3=4)[CH:5]=[CH:6][CH:7]=2)[CH:25]=[N:24]1. The catalyst class is: 104. (2) Reactant: CC(C)(O)[C:3]#[C:4][C:5]1[CH:10]=[CH:9][C:8]([C:11]2[N:16]=[CH:15][C:14]3[CH:17]=[C:18]([N:20]4[CH2:25][CH2:24][N:23]([CH2:26][CH3:27])[CH2:22][CH2:21]4)[S:19][C:13]=3[CH:12]=2)=[CH:7][CH:6]=1.[OH-].[K+]. Product: [C:4]([C:5]1[CH:10]=[CH:9][C:8]([C:11]2[N:16]=[CH:15][C:14]3[CH:17]=[C:18]([N:20]4[CH2:25][CH2:24][N:23]([CH2:26][CH3:27])[CH2:22][CH2:21]4)[S:19][C:13]=3[CH:12]=2)=[CH:7][CH:6]=1)#[CH:3]. The catalyst class is: 51. (3) Reactant: [F:1][C:2]1[CH:7]=[CH:6][CH:5]=[CH:4][C:3]=1[CH2:8][C:9]([OH:11])=O.ON1C2C=CC=CC=2N=N1.Cl.C(N=C=NCCCN(C)C)C.[N:34]1[CH:39]=[CH:38][C:37]([C:40]2[N:44]=[C:43]([NH2:45])[S:42][N:41]=2)=[CH:36][CH:35]=1. Product: [F:1][C:2]1[CH:7]=[CH:6][CH:5]=[CH:4][C:3]=1[CH2:8][C:9]([NH:45][C:43]1[S:42][N:41]=[C:40]([C:37]2[CH:38]=[CH:39][N:34]=[CH:35][CH:36]=2)[N:44]=1)=[O:11]. The catalyst class is: 3. (4) The catalyst class is: 1. Product: [CH:16]([O:15][C:11]1[CH:12]=[CH:13][CH:14]=[C:9]2[C:10]=1[C:19](=[N:45][NH:44][C:43]1[CH:38]=[CH:39][C:40]([S:46]([NH2:49])(=[O:47])=[O:48])=[CH:41][CH:42]=1)[C:6](=[O:7])[NH:8]2)([CH3:17])[CH3:18]. Reactant: C(O[C:6]([NH:8][C:9]1[CH:14]=[CH:13][CH:12]=[C:11]([O:15][CH:16]([CH3:18])[CH3:17])[CH:10]=1)=[O:7])(C)(C)C.[C:19]([Li])(C)(C)C.C(OCC)(=O)C(OCC)=O.Cl.CCO.[CH:38]1[C:43]([NH:44][NH2:45])=[CH:42][CH:41]=[C:40]([S:46]([NH2:49])(=[O:48])=[O:47])[CH:39]=1.Cl. (5) Reactant: [NH:1]1[CH2:6][CH2:5][CH:4]([CH2:7][CH2:8][OH:9])[CH2:3][CH2:2]1.[F:10][C:11]1[CH:12]=[C:13]2[C:17](=[CH:18][CH:19]=1)[NH:16][C:15]([C:20](O)=[O:21])=[CH:14]2.ON1C2C=CC=CC=2N=N1.N=C=N.C(=O)([O-])[O-].[N-]=C=O. Product: [F:10][C:11]1[CH:12]=[C:13]2[C:17](=[CH:18][CH:19]=1)[NH:16][C:15]([C:20]([N:1]1[CH2:6][CH2:5][CH:4]([CH2:7][CH2:8][OH:9])[CH2:3][CH2:2]1)=[O:21])=[CH:14]2. The catalyst class is: 3. (6) Reactant: [Cl:1][C:2]1[N:7]=[C:6]([C:8]#[CH:9])[C:5]([O:10][CH3:11])=[CH:4][CH:3]=1.[I-].[NH2:13][N+:14]1[CH:19]=[CH:18][CH:17]=[CH:16][CH:15]=1.C1CCN2C(=NCCC2)CC1.O. Product: [Cl:1][C:2]1[N:7]=[C:6]([C:8]2[CH:9]=[C:15]3[CH:16]=[CH:17][CH:18]=[CH:19][N:14]3[N:13]=2)[C:5]([O:10][CH3:11])=[CH:4][CH:3]=1. The catalyst class is: 23. (7) Reactant: [H-].[Na+].[C:3]([O:7][C:8]([NH:10][C:11]1[CH:35]=[CH:34][C:14]([O:15][C:16]2[CH:17]=[CH:18][C:19]([N+:31]([O-:33])=[O:32])=[C:20]([N:22]([CH3:30])[C:23](=[O:29])[O:24][C:25]([CH3:28])([CH3:27])[CH3:26])[CH:21]=2)=[CH:13][CH:12]=1)=[O:9])([CH3:6])([CH3:5])[CH3:4].[CH2:36](Br)[CH2:37][CH2:38][CH2:39][CH2:40][CH3:41]. Product: [CH:14]([O:15][CH:16]([CH3:17])[CH3:21])([CH3:34])[CH3:13].[C:3]([O:7][C:8]([N:10]([CH2:36][CH2:37][CH2:38][CH2:39][CH2:40][CH3:41])[C:11]1[CH:35]=[CH:34][C:14]([O:15][C:16]2[CH:17]=[CH:18][C:19]([N+:31]([O-:33])=[O:32])=[C:20]([N:22]([CH3:30])[C:23](=[O:29])[O:24][C:25]([CH3:27])([CH3:28])[CH3:26])[CH:21]=2)=[CH:13][CH:12]=1)=[O:9])([CH3:4])([CH3:5])[CH3:6]. The catalyst class is: 9. (8) Reactant: [H-].[Na+].[C:3](OCC)(=O)CC(OCC)=O.[Br:14][C:15]1[CH:16]=[C:17]([N+:22]([O-:24])=[O:23])[C:18](Cl)=[N:19][CH:20]=1. Product: [Br:14][C:15]1[CH:16]=[C:17]([N+:22]([O-:24])=[O:23])[C:18]([CH3:3])=[N:19][CH:20]=1. The catalyst class is: 3.